This data is from NCI-60 drug combinations with 297,098 pairs across 59 cell lines. The task is: Regression. Given two drug SMILES strings and cell line genomic features, predict the synergy score measuring deviation from expected non-interaction effect. (1) Drug 1: C1=NC(=NC(=O)N1C2C(C(C(O2)CO)O)O)N. Drug 2: CCN(CC)CCCC(C)NC1=C2C=C(C=CC2=NC3=C1C=CC(=C3)Cl)OC. Cell line: IGROV1. Synergy scores: CSS=1.72, Synergy_ZIP=-4.95, Synergy_Bliss=2.92, Synergy_Loewe=-13.7, Synergy_HSA=-1.78. (2) Drug 1: C1=CC(=CC=C1CC(C(=O)O)N)N(CCCl)CCCl.Cl. Drug 2: CC1=C(C=C(C=C1)C(=O)NC2=CC(=CC(=C2)C(F)(F)F)N3C=C(N=C3)C)NC4=NC=CC(=N4)C5=CN=CC=C5. Cell line: HCC-2998. Synergy scores: CSS=4.27, Synergy_ZIP=0.974, Synergy_Bliss=2.91, Synergy_Loewe=-4.53, Synergy_HSA=-3.97. (3) Drug 1: CCN(CC)CCCC(C)NC1=C2C=C(C=CC2=NC3=C1C=CC(=C3)Cl)OC. Drug 2: C1C(C(OC1N2C=NC3=C2NC=NCC3O)CO)O. Cell line: NCI-H522. Synergy scores: CSS=1.22, Synergy_ZIP=-3.77, Synergy_Bliss=-2.86, Synergy_Loewe=-3.30, Synergy_HSA=-3.08. (4) Cell line: SK-MEL-28. Synergy scores: CSS=-2.50, Synergy_ZIP=0.498, Synergy_Bliss=-4.08, Synergy_Loewe=-11.4, Synergy_HSA=-7.63. Drug 1: C1CNP(=O)(OC1)N(CCCl)CCCl. Drug 2: C(CCl)NC(=O)N(CCCl)N=O. (5) Drug 1: CNC(=O)C1=NC=CC(=C1)OC2=CC=C(C=C2)NC(=O)NC3=CC(=C(C=C3)Cl)C(F)(F)F. Drug 2: C1CNP(=O)(OC1)N(CCCl)CCCl. Cell line: NCI-H322M. Synergy scores: CSS=13.2, Synergy_ZIP=2.16, Synergy_Bliss=4.83, Synergy_Loewe=-0.0678, Synergy_HSA=2.10. (6) Drug 1: CC1=C2C(C(=O)C3(C(CC4C(C3C(C(C2(C)C)(CC1OC(=O)C(C(C5=CC=CC=C5)NC(=O)OC(C)(C)C)O)O)OC(=O)C6=CC=CC=C6)(CO4)OC(=O)C)O)C)O. Drug 2: N.N.Cl[Pt+2]Cl. Cell line: MOLT-4. Synergy scores: CSS=52.8, Synergy_ZIP=1.26, Synergy_Bliss=1.49, Synergy_Loewe=0.811, Synergy_HSA=1.10. (7) Drug 1: C1=C(C(=O)NC(=O)N1)N(CCCl)CCCl. Drug 2: C1=CC=C(C=C1)NC(=O)CCCCCCC(=O)NO. Cell line: NCI-H522. Synergy scores: CSS=41.0, Synergy_ZIP=4.03, Synergy_Bliss=8.39, Synergy_Loewe=10.7, Synergy_HSA=11.0. (8) Cell line: SK-MEL-2. Drug 2: C1=CC(=C2C(=C1NCCNCCO)C(=O)C3=C(C=CC(=C3C2=O)O)O)NCCNCCO. Synergy scores: CSS=49.7, Synergy_ZIP=5.64, Synergy_Bliss=6.44, Synergy_Loewe=-42.5, Synergy_HSA=3.98. Drug 1: CC1=C(C=C(C=C1)NC2=NC=CC(=N2)N(C)C3=CC4=NN(C(=C4C=C3)C)C)S(=O)(=O)N.Cl.